This data is from Forward reaction prediction with 1.9M reactions from USPTO patents (1976-2016). The task is: Predict the product of the given reaction. (1) Given the reactants [NH:1]([C:3]1[CH:8]=[CH:7][C:6]([N+:9]([O-:11])=[O:10])=[CH:5][N:4]=1)[NH2:2].[C:12](OC)(OC)(OC)[CH2:13][CH3:14], predict the reaction product. The product is: [CH2:13]([C:14]1[N:4]2[CH:5]=[C:6]([N+:9]([O-:11])=[O:10])[CH:7]=[CH:8][C:3]2=[N:1][N:2]=1)[CH3:12]. (2) The product is: [CH3:28][N:27]([CH2:26][C:12]1[CH:11]=[C:10]([O:9][CH2:8][CH2:7][CH:5]([OH:6])[CH2:4][OH:3])[CH:15]=[C:14]([O:16][CH2:17][CH2:18][CH:19]([OH:20])[CH2:23][OH:22])[CH:13]=1)[CH3:29]. Given the reactants CC1(C)[O:6][CH:5]([CH2:7][CH2:8][O:9][C:10]2[CH:11]=[C:12]([CH2:26][N:27]([CH3:29])[CH3:28])[CH:13]=[C:14]([O:16][CH2:17][CH2:18][CH:19]3[CH2:23][O:22]C(C)(C)[O:20]3)[CH:15]=2)[CH2:4][O:3]1.Cl, predict the reaction product. (3) Given the reactants [C:1]1([S:7]([N:10]2[C:14]3=[N:15][CH:16]=[C:17]([Cl:19])[CH:18]=[C:13]3[C:12]([CH2:20][C:21]3[CH:22]=[N:23][C:24](S(C)(=O)=O)=[N:25][CH:26]=3)=[CH:11]2)(=[O:9])=[O:8])[CH:6]=[CH:5][CH:4]=[CH:3][CH:2]=1.[Cl:31][C:32]1[CH:39]=[CH:38][C:35]([CH2:36][NH2:37])=[CH:34][CH:33]=1.O, predict the reaction product. The product is: [C:1]1([S:7]([N:10]2[C:14]3=[N:15][CH:16]=[C:17]([Cl:19])[CH:18]=[C:13]3[C:12]([CH2:20][C:21]3[CH:22]=[N:23][C:24]([NH:37][CH2:36][C:35]4[CH:38]=[CH:39][C:32]([Cl:31])=[CH:33][CH:34]=4)=[N:25][CH:26]=3)=[CH:11]2)(=[O:9])=[O:8])[CH:6]=[CH:5][CH:4]=[CH:3][CH:2]=1. (4) The product is: [BrH:17].[Br:17][CH2:15][CH2:14][C:9]1([C:6]2[CH:5]=[CH:4][C:3]([OH:2])=[N:8][CH:7]=2)[CH2:13][CH2:12][NH:11][CH2:10]1. Given the reactants C[O:2][C:3]1[N:8]=[CH:7][C:6]([C:9]2([CH2:14][CH2:15]O)[CH2:13][CH2:12][NH:11][CH2:10]2)=[CH:5][CH:4]=1.[BrH:17], predict the reaction product. (5) Given the reactants [NH2:1][C@@H:2]([CH2:15][C:16]1[CH:21]=[CH:20][CH:19]=[CH:18][C:17]=1[C:22]([F:25])([F:24])[F:23])[CH2:3][N:4]1[C:12](=[O:13])[C:11]2[C:6](=[CH:7][CH:8]=[CH:9][CH:10]=2)[C:5]1=[O:14].[CH3:26][N:27]1[C:31]([C:32]2[N:36]([CH3:37])[N:35]=[CH:34][CH:33]=2)=[CH:30][C:29]([C:38](O)=[O:39])=[CH:28]1.C(N(CC)C(C)C)(C)C.F[P-](F)(F)(F)(F)F.Br[P+](N1CCCC1)(N1CCCC1)N1CCCC1, predict the reaction product. The product is: [O:14]=[C:5]1[C:6]2[C:11](=[CH:10][CH:9]=[CH:8][CH:7]=2)[C:12](=[O:13])[N:4]1[CH2:3][C@@H:2]([NH:1][C:38]([C:29]1[CH:30]=[C:31]([C:32]2[N:36]([CH3:37])[N:35]=[CH:34][CH:33]=2)[N:27]([CH3:26])[CH:28]=1)=[O:39])[CH2:15][C:16]1[CH:21]=[CH:20][CH:19]=[CH:18][C:17]=1[C:22]([F:25])([F:23])[F:24]. (6) Given the reactants [C:1]([C:4]1[CH:5]=[CH:6][C:7]([NH:10][S:11]([C:14]2[CH:15]=[C:16]3[C:21](=[CH:22][CH:23]=2)[N:20]=[C:19](Cl)[CH:18]=[CH:17]3)(=[O:13])=[O:12])=[N:8][CH:9]=1)(=[O:3])[CH3:2].[CH3:25][N:26]1[CH2:31][CH2:30][NH:29][CH2:28][CH2:27]1, predict the reaction product. The product is: [C:1]([C:4]1[CH:5]=[CH:6][C:7]([NH:10][S:11]([C:14]2[CH:15]=[C:16]3[C:21](=[CH:22][CH:23]=2)[N:20]=[C:19]([N:29]2[CH2:30][CH2:31][N:26]([CH3:25])[CH2:27][CH2:28]2)[CH:18]=[CH:17]3)(=[O:13])=[O:12])=[N:8][CH:9]=1)(=[O:3])[CH3:2]. (7) Given the reactants [NH2:1][C:2]1[S:6][C:5]([S:7]([NH2:10])(=[O:9])=[O:8])=[N:4][N:3]=1.[I:11][C:12]1[CH:20]=[CH:19][C:15]([C:16](Cl)=[O:17])=[CH:14][CH:13]=1, predict the reaction product. The product is: [I:11][C:12]1[CH:20]=[CH:19][C:15]([C:16]([NH:1][C:2]2[S:6][C:5]([S:7](=[O:9])(=[O:8])[NH2:10])=[N:4][N:3]=2)=[O:17])=[CH:14][CH:13]=1. (8) Given the reactants [N+:1]([C:4]1[CH:5]=[C:6]([C:10]2[N:11]=[C:12]([CH:15]3[CH2:20][CH2:19][O:18][CH2:17][CH2:16]3)[S:13][CH:14]=2)[CH:7]=[CH:8][CH:9]=1)([O-:3])=[O:2].C([O-])(=O)C.[Na+].[Br:26]Br, predict the reaction product. The product is: [Br:26][C:14]1[S:13][C:12]([CH:15]2[CH2:20][CH2:19][O:18][CH2:17][CH2:16]2)=[N:11][C:10]=1[C:6]1[CH:7]=[CH:8][CH:9]=[C:4]([N+:1]([O-:3])=[O:2])[CH:5]=1.